This data is from Full USPTO retrosynthesis dataset with 1.9M reactions from patents (1976-2016). The task is: Predict the reactants needed to synthesize the given product. (1) Given the product [C:29]([C:16]1[CH:15]=[C:14]([NH:13][C:6]([NH:33][C:34]2[C:43]3[C:38](=[CH:39][CH:40]=[CH:41][CH:42]=3)[C:37]([O:44][C:45]3[CH:50]=[CH:49][N:48]=[C:47]([NH:51][C:52]4[CH:53]=[CH:54][CH:55]=[CH:56][CH:57]=4)[N:46]=3)=[CH:36][CH:35]=2)=[O:7])[N:18]([C:19]2[CH:24]=[CH:23][CH:22]=[C:21]([P:25]([CH3:26])([CH3:27])=[O:28])[CH:20]=2)[N:17]=1)([CH3:32])([CH3:31])[CH3:30], predict the reactants needed to synthesize it. The reactants are: C1N=CN([C:6](N2C=NC=C2)=[O:7])C=1.[NH2:13][C:14]1[N:18]([C:19]2[CH:20]=[C:21]([P:25](=[O:28])([CH3:27])[CH3:26])[CH:22]=[CH:23][CH:24]=2)[N:17]=[C:16]([C:29]([CH3:32])([CH3:31])[CH3:30])[CH:15]=1.[NH2:33][C:34]1[C:43]2[C:38](=[CH:39][CH:40]=[CH:41][CH:42]=2)[C:37]([O:44][C:45]2[CH:50]=[CH:49][N:48]=[C:47]([NH:51][C:52]3[CH:57]=[CH:56][CH:55]=[CH:54][CH:53]=3)[N:46]=2)=[CH:36][CH:35]=1. (2) Given the product [CH:13]([C:16]1[CH:17]=[C:18]([CH:21]=[CH:22][C:23]=1[O:24][Si:25]([CH:32]([CH3:34])[CH3:33])([CH:29]([CH3:31])[CH3:30])[CH:26]([CH3:28])[CH3:27])[CH2:19][C:9]1[C:8]2[C:12](=[C:4]([N+:1]([O-:3])=[O:2])[CH:5]=[CH:6][CH:7]=2)[NH:11][CH:10]=1)([CH3:15])[CH3:14], predict the reactants needed to synthesize it. The reactants are: [N+:1]([C:4]1[CH:5]=[CH:6][CH:7]=[C:8]2[C:12]=1[NH:11][CH:10]=[CH:9]2)([O-:3])=[O:2].[CH:13]([C:16]1[CH:17]=[C:18]([CH:21]=[CH:22][C:23]=1[O:24][Si:25]([CH:32]([CH3:34])[CH3:33])([CH:29]([CH3:31])[CH3:30])[CH:26]([CH3:28])[CH3:27])[CH:19]=O)([CH3:15])[CH3:14].FC(F)(F)C(O)=O.C([SiH](CC)CC)C.[OH-].[Na+]. (3) The reactants are: FC(F)(F)C1C=CC(CBr)=CC=1.Br[CH2:14][C:15]1[N:16]=[CH:17][O:18][C:19]=1[C:20]1[CH:25]=[CH:24][CH:23]=[CH:22][CH:21]=1.[CH3:26][C:27]1[N:28]=[C:29]([N:37]2[CH2:41][CH2:40][NH:39][C:38]2=[O:42])[S:30][C:31]=1[C:32]([O:34][CH2:35][CH3:36])=[O:33]. Given the product [CH3:26][C:27]1[N:28]=[C:29]([N:37]2[CH2:41][CH2:40][N:39]([CH2:14][C:15]3[N:16]=[CH:17][O:18][C:19]=3[C:20]3[CH:25]=[CH:24][CH:23]=[CH:22][CH:21]=3)[C:38]2=[O:42])[S:30][C:31]=1[C:32]([O:34][CH2:35][CH3:36])=[O:33], predict the reactants needed to synthesize it. (4) Given the product [Cl:16][CH2:17][C:18]1[N:15]=[C:12]2[N:11]=[CH:10][C:9]([C:3]3[CH:4]=[CH:5][C:6]([F:8])=[CH:7][C:2]=3[F:1])=[N:14][N:13]2[CH:20]=1, predict the reactants needed to synthesize it. The reactants are: [F:1][C:2]1[CH:7]=[C:6]([F:8])[CH:5]=[CH:4][C:3]=1[C:9]1[N:14]=[N:13][C:12]([NH2:15])=[N:11][CH:10]=1.[Cl:16][CH2:17][C:18]([CH2:20]Cl)=O.O.C(OCC)(=O)C. (5) Given the product [CH:1]1([CH2:4][NH:5][C:6](=[O:18])[CH2:7][C:8]2[CH:9]=[CH:10][C:11]([C:12]([O-:14])=[O:13])=[CH:16][CH:17]=2)[CH2:3][CH2:2]1.[Na+:20], predict the reactants needed to synthesize it. The reactants are: [CH:1]1([CH2:4][NH:5][C:6](=[O:18])[CH2:7][C:8]2[CH:17]=[CH:16][C:11]([C:12]([O:14]C)=[O:13])=[CH:10][CH:9]=2)[CH2:3][CH2:2]1.[OH-].[Na+:20]. (6) The reactants are: [F:1][C:2]1[CH:7]=[C:6]([N+:8]([O-:10])=[O:9])[CH:5]=[CH:4][C:3]=1[OH:11].Br[CH2:13][CH2:14][O:15][CH3:16].C([O-])([O-])=O.[K+].[K+].C(Cl)Cl.CO. Given the product [F:1][C:2]1[CH:7]=[C:6]([N+:8]([O-:10])=[O:9])[CH:5]=[CH:4][C:3]=1[O:11][CH2:13][CH2:14][O:15][CH3:16], predict the reactants needed to synthesize it.